This data is from Reaction yield outcomes from USPTO patents with 853,638 reactions. The task is: Predict the reaction yield, written as a fraction of the theoretical maximum amount of product (1.0 means a 100% yield; for example, 0.34 means a 34% yield). (1) The reactants are [Cl:1][C:2]1[C:3](I)=[CH:4][C:5]([C:8]([OH:10])=[O:9])=[N:6][CH:7]=1.[O:12]1[CH2:15][CH:14]([OH:16])[CH2:13]1.[H-].[Na+]. The catalyst is CN(C=O)C. The product is [Cl:1][C:2]1[C:3]([O:16][CH:14]2[CH2:15][O:12][CH2:13]2)=[CH:4][C:5]([C:8]([OH:10])=[O:9])=[N:6][CH:7]=1. The yield is 1.11. (2) The reactants are Br[C:2]1[N:3]=[C:4]([CH:7]([O:20][Si:21]([C:24]([CH3:27])([CH3:26])[CH3:25])([CH3:23])[CH3:22])[CH2:8][CH2:9][CH2:10][CH2:11][CH2:12][CH2:13][C:14]2[CH:19]=[CH:18][CH:17]=[CH:16][CH:15]=2)[O:5][CH:6]=1.CN(C)[C:30](=[O:32])[CH3:31]. No catalyst specified. The product is [Si:21]([O:20][CH:7]([C:4]1[O:5][CH:6]=[C:2]([C:30](=[O:32])[CH3:31])[N:3]=1)[CH2:8][CH2:9][CH2:10][CH2:11][CH2:12][CH2:13][C:14]1[CH:19]=[CH:18][CH:17]=[CH:16][CH:15]=1)([C:24]([CH3:27])([CH3:26])[CH3:25])([CH3:23])[CH3:22]. The yield is 0.170. (3) The reactants are Br[C:2]1[C:3]([C:25]2[CH:30]=[CH:29][N:28]=[CH:27][CH:26]=2)=[C:4]([C:17]2[CH:22]=[CH:21][C:20]([F:23])=[C:19]([F:24])[CH:18]=2)[N:5]([Si](C(C)C)(C(C)C)C(C)C)[CH:6]=1.[C:31]([C:35]1[CH:40]=[CH:39][C:38]([C@H:41]2[CH2:49][N:48]3[C@H:43]([CH2:44][C:45](=O)[CH2:46][CH2:47]3)[CH2:42]2)=[CH:37][CH:36]=1)([CH3:34])([CH3:33])[CH3:32].C(OCC)(=O)C. The catalyst is CO. The product is [C:31]([C:35]1[CH:40]=[CH:39][C:38]([C@H:41]2[CH2:49][N:48]3[C@H:43]([CH:44]=[C:45]([C:2]4[C:3]([C:25]5[CH:26]=[CH:27][N:28]=[CH:29][CH:30]=5)=[C:4]([C:17]5[CH:22]=[CH:21][C:20]([F:23])=[C:19]([F:24])[CH:18]=5)[NH:5][CH:6]=4)[CH2:46][CH2:47]3)[CH2:42]2)=[CH:37][CH:36]=1)([CH3:34])([CH3:32])[CH3:33]. The yield is 0.280. (4) The reactants are [C:1]([C:3]1([OH:12])[C:7]2=[N:8][CH:9]=[CH:10][CH:11]=[C:6]2[CH2:5][CH2:4]1)#[CH:2].Br[C:14]1[CH:15]=[C:16]([N:20]2[C:28]3[CH:27]=[C:26]([Cl:29])[N:25]=[CH:24][C:23]=3[C:22]([C:30]([O:32][CH3:33])=[O:31])=[N:21]2)[CH:17]=[CH:18][CH:19]=1. No catalyst specified. The product is [Cl:29][C:26]1[N:25]=[CH:24][C:23]2[C:22]([C:30]([O:32][CH3:33])=[O:31])=[N:21][N:20]([C:16]3[CH:17]=[CH:18][CH:19]=[C:14]([C:2]#[C:1][C:3]4([OH:12])[C:7]5=[N:8][CH:9]=[CH:10][CH:11]=[C:6]5[CH2:5][CH2:4]4)[CH:15]=3)[C:28]=2[CH:27]=1. The yield is 0.740.